From a dataset of Merck oncology drug combination screen with 23,052 pairs across 39 cell lines. Regression. Given two drug SMILES strings and cell line genomic features, predict the synergy score measuring deviation from expected non-interaction effect. Drug 1: NC1(c2ccc(-c3nc4ccn5c(=O)[nH]nc5c4cc3-c3ccccc3)cc2)CCC1. Drug 2: CCC1(O)C(=O)OCc2c1cc1n(c2=O)Cc2cc3c(CN(C)C)c(O)ccc3nc2-1. Cell line: SKMES1. Synergy scores: synergy=24.3.